Dataset: Forward reaction prediction with 1.9M reactions from USPTO patents (1976-2016). Task: Predict the product of the given reaction. (1) Given the reactants [N:1]([CH2:4][C:5]1[CH:9]=[C:8]([C:10]2[O:11][CH:12]=[CH:13][CH:14]=2)[O:7][N:6]=1)=[N+]=[N-], predict the reaction product. The product is: [O:11]1[CH:12]=[CH:13][CH:14]=[C:10]1[C:8]1[O:7][N:6]=[C:5]([CH2:4][NH2:1])[CH:9]=1. (2) The product is: [SH:4][CH:5]([CH2:23][C:24]1[CH:25]=[CH:26][CH:27]=[CH:28][CH:29]=1)[C:6]([NH:8][CH:9]1[C:15](=[O:16])[N:14]([CH2:17][C:18]([OH:20])=[O:19])[C:13]([CH3:21])([CH3:22])[CH2:12][CH2:11][CH2:10]1)=[O:7]. Given the reactants C([S:4][CH:5]([CH2:23][C:24]1[CH:29]=[CH:28][CH:27]=[CH:26][CH:25]=1)[C:6]([NH:8][CH:9]1[C:15](=[O:16])[N:14]([CH2:17][C:18]([OH:20])=[O:19])[C:13]([CH3:22])([CH3:21])[CH2:12][CH2:11][CH2:10]1)=[O:7])(=O)C.SCC(C(CS)O)O.[OH-].[Na+].C(O)(=O)C, predict the reaction product. (3) Given the reactants CO[C:3](=[O:11])[C:4]1[CH:9]=[CH:8][CH:7]=[C:6]([Br:10])[CH:5]=1.C[Si](C)(C)[C:14]([F:17])([F:16])[F:15].Cl.CCOC(C)=O, predict the reaction product. The product is: [Br:10][C:6]1[CH:5]=[C:4]([C:3](=[O:11])[C:14]([F:17])([F:16])[F:15])[CH:9]=[CH:8][CH:7]=1.